This data is from Forward reaction prediction with 1.9M reactions from USPTO patents (1976-2016). The task is: Predict the product of the given reaction. (1) The product is: [CH3:29][C:21]1[C:20]([NH:19][C:18]2[C:15]([C:16]#[N:17])=[CH:14][N:13]=[CH:12][C:11]=2[C:9]2[O:10][C:6]3[CH:5]=[CH:4][C:3]([CH2:1][N:35]4[CH2:36][CH2:37][N:32]([CH3:31])[CH2:33][CH2:34]4)=[CH:30][C:7]=3[CH:8]=2)=[CH:28][CH:27]=[C:26]2[C:22]=1[CH:23]=[CH:24][NH:25]2. Given the reactants [CH:1]([C:3]1[CH:4]=[CH:5][C:6]2[O:10][C:9]([C:11]3[CH:12]=[N:13][CH:14]=[C:15]([C:18]=3[NH:19][C:20]3[C:21]([CH3:29])=[C:22]4[C:26](=[CH:27][CH:28]=3)[NH:25][CH:24]=[CH:23]4)[C:16]#[N:17])=[CH:8][C:7]=2[CH:30]=1)=O.[CH3:31][N:32]1[CH2:37][CH2:36][NH:35][CH2:34][CH2:33]1.C(O)(=O)C.C(O[BH-](OC(=O)C)OC(=O)C)(=O)C.[Na+], predict the reaction product. (2) Given the reactants C(OC([N:8]1[CH2:13][CH2:12][N:11]([CH2:14][C:15]2[CH:20]=[CH:19][CH:18]=[C:17]([C:21]3[CH:26]=[CH:25][N:24]=[C:23](Cl)[N:22]=3)[CH:16]=2)[C:10]([CH3:29])([CH3:28])[CH2:9]1)=O)(C)(C)C.[F:30][C:31]1[CH:32]=[C:33]([CH2:37][CH2:38][NH2:39])[CH:34]=[CH:35][CH:36]=1, predict the reaction product. The product is: [CH3:29][C:10]1([CH3:28])[CH2:9][NH:8][CH2:13][CH2:12][N:11]1[CH2:14][C:15]1[CH:16]=[C:17]([C:21]2[CH:26]=[CH:25][N:24]=[C:23]([NH:39][CH2:38][CH2:37][C:33]3[CH:34]=[CH:35][CH:36]=[C:31]([F:30])[CH:32]=3)[N:22]=2)[CH:18]=[CH:19][CH:20]=1. (3) Given the reactants [CH3:1][S:2]([C:5]1[CH:6]=[C:7]([CH:12]=[CH:13][CH:14]=1)[C:8](OC)=[O:9])(=[O:4])=[O:3].[NH2:15][NH2:16], predict the reaction product. The product is: [CH3:1][S:2]([C:5]1[CH:6]=[C:7]([CH:12]=[CH:13][CH:14]=1)[C:8]([NH:15][NH2:16])=[O:9])(=[O:4])=[O:3]. (4) The product is: [CH:5]1([CH:3]([OH:4])[CH2:2][NH:1][C:10](=[O:11])[O:12][C:13]([CH3:16])([CH3:15])[CH3:14])[CH2:9][CH2:8][CH2:7][CH2:6]1. Given the reactants [NH2:1][CH2:2][CH:3]([CH:5]1[CH2:9][CH2:8][CH2:7][CH2:6]1)[OH:4].[C:10](O[C:10]([O:12][C:13]([CH3:16])([CH3:15])[CH3:14])=[O:11])([O:12][C:13]([CH3:16])([CH3:15])[CH3:14])=[O:11], predict the reaction product. (5) Given the reactants [C:1]([O:8][CH3:9])(=[O:7])[CH2:2][C:3]([O:5][CH3:6])=[O:4].[I-].[K+].Cl.Cl[CH2:14][C:15]1[N:27]=[C:26]2[N:17]([C:18]([NH2:33])=[N:19][C:20]3[C:25]2=[CH:24][CH:23]=[C:22]2[O:28][C:29]([F:32])([F:31])[O:30][C:21]=32)[N:16]=1.[H-].[Na+], predict the reaction product. The product is: [NH2:33][C:18]1[N:17]2[N:16]=[C:15]([CH2:14][CH:2]([C:1]([O:8][CH3:9])=[O:7])[C:3]([O:5][CH3:6])=[O:4])[N:27]=[C:26]2[C:25]2[C:20](=[C:21]3[O:30][C:29]([F:32])([F:31])[O:28][C:22]3=[CH:23][CH:24]=2)[N:19]=1. (6) The product is: [C:1]([NH:4][C@:5]1([C@@H:54]([CH2:56][CH3:57])[CH3:55])[CH2:9][CH2:8][N:7]([C@@H:10]([CH2:45][CH2:46][C:47]2[CH:48]=[CH:49][CH:50]=[CH:51][CH:52]=2)[C:11]([NH:13][C@@H:14]([CH2:36][C:37]2[CH:38]=[C:39]([F:44])[CH:40]=[C:41]([F:43])[CH:42]=2)[C@H:15]([OH:16])[C@H:17]2[CH2:21][C@@H:20]([O:73][C:74]3[CH:75]=[N:76][CH:77]=[CH:78][CH:79]=3)[CH2:19][NH:18]2)=[O:12])[C:6]1=[O:53])(=[O:3])[CH3:2]. Given the reactants [C:1]([NH:4][C@:5]1([C@@H:54]([CH2:56][CH3:57])[CH3:55])[CH2:9][CH2:8][N:7]([C@@H:10]([CH2:45][CH2:46][C:47]2[CH:52]=[CH:51][CH:50]=[CH:49][CH:48]=2)[C:11]([NH:13][C@@H:14]([CH2:36][C:37]2[CH:42]=[C:41]([F:43])[CH:40]=[C:39]([F:44])[CH:38]=2)[C@@H:15]([C@H:17]2C[CH2:21][CH2:20][CH2:19][N:18]2C(C2C=CC=CC=2)C2C=CC=CC=2)[OH:16])=[O:12])[C:6]1=[O:53])(=[O:3])[CH3:2].FC1C=C(C=C(F)C=1)C[C@H]1[C@@H]([C@H]2C[C@@H]([O:73][C:74]3[CH:75]=[N:76][CH:77]=[CH:78][CH:79]=3)CN2C(C2C=CC=CC=2)C2C=CC=CC=2)OC(=O)N1.C1(P(C2C=CC=CC=2)C2C=CC=CC=2)C=CC=CC=1.CCOC(/N=N/C(OCC)=O)=O.FC1C=C(C=C(F)C=1)C[C@H]1[C@@H]([C@H]2C[C@H](O)CN2C(C2C=CC=CC=2)C2C=CC=CC=2)OC(=O)N1.OC1C=NC=CC=1, predict the reaction product.